Dataset: Merck oncology drug combination screen with 23,052 pairs across 39 cell lines. Task: Regression. Given two drug SMILES strings and cell line genomic features, predict the synergy score measuring deviation from expected non-interaction effect. (1) Drug 1: N.N.O=C(O)C1(C(=O)O)CCC1.[Pt]. Drug 2: NC(=O)c1cccc2cn(-c3ccc(C4CCCNC4)cc3)nc12. Cell line: LOVO. Synergy scores: synergy=-12.2. (2) Drug 2: C#Cc1cccc(Nc2ncnc3cc(OCCOC)c(OCCOC)cc23)c1. Cell line: EFM192B. Synergy scores: synergy=-2.39. Drug 1: O=C(O)C1(Cc2cccc(Nc3nccs3)n2)CCC(Oc2cccc(Cl)c2F)CC1.